This data is from Reaction yield outcomes from USPTO patents with 853,638 reactions. The task is: Predict the reaction yield, written as a fraction of the theoretical maximum amount of product (1.0 means a 100% yield; for example, 0.34 means a 34% yield). (1) The reactants are [Br:1][C:2]1[CH:10]=[C:9]([F:11])[C:5]([C:6](O)=[O:7])=[C:4]([F:12])[CH:3]=1.CO. The catalyst is O1CCCC1. The product is [Br:1][C:2]1[CH:3]=[C:4]([F:12])[C:5]([CH2:6][OH:7])=[C:9]([F:11])[CH:10]=1. The yield is 0.970. (2) The reactants are Cl.[CH3:2][C:3]1[CH:4]=[C:5]([NH:10][C:11]([C@@H:13]2[CH2:17][CH2:16][CH2:15][NH:14]2)=[O:12])[CH:6]=[C:7]([CH3:9])[CH:8]=1.CCN(C(C)C)C(C)C.[CH3:27][O:28][C:29]1[CH:34]=[CH:33][C:32]([S:35](Cl)(=[O:37])=[O:36])=[CH:31][CH:30]=1. The catalyst is CC#N.[Cl-].[Na+].O. The product is [CH3:9][C:7]1[CH:6]=[C:5]([NH:10][C:11]([C@@H:13]2[CH2:17][CH2:16][CH2:15][N:14]2[S:35]([C:32]2[CH:31]=[CH:30][C:29]([O:28][CH3:27])=[CH:34][CH:33]=2)(=[O:37])=[O:36])=[O:12])[CH:4]=[C:3]([CH3:2])[CH:8]=1. The yield is 0.950. (3) The reactants are [N:1]([CH2:4][C:5]1[CH:14]=[C:13]([C:15]2[C:23]3[C:18](=[N:19][CH:20]=[C:21]([C:24]4[CH:29]=[CH:28][CH:27]=[CH:26][CH:25]=4)[CH:22]=3)[NH:17][CH:16]=2)[CH:12]=[CH:11][C:6]=1[C:7]([O:9]C)=[O:8])=[N+:2]=[N-:3].Cl. The yield is 0.860. The catalyst is CO.C1COCC1.[OH-].[Na+]. The product is [N:1]([CH2:4][C:5]1[CH:14]=[C:13]([C:15]2[C:23]3[C:18](=[N:19][CH:20]=[C:21]([C:24]4[CH:29]=[CH:28][CH:27]=[CH:26][CH:25]=4)[CH:22]=3)[NH:17][CH:16]=2)[CH:12]=[CH:11][C:6]=1[C:7]([OH:9])=[O:8])=[N+:2]=[N-:3]. (4) The reactants are C1([N:7]2[C:15]3[C:10](=[CH:11][CH:12]=[CH:13][CH:14]=3)[C:9]([CH2:16][CH2:17][CH2:18][N:19]3[CH2:24][CH2:23][CH:22]([C:25]4[CH:26]=[C:27]([NH:31][C:32](=[O:36])[CH:33]([CH3:35])[CH3:34])[CH:28]=[CH:29][CH:30]=4)[CH2:21][CH2:20]3)=[C:8]2C2C=CC=CC=2)C=CC=CC=1.[O:43]1CCO[CH:44]1CCCCN1CCC(C2C=C(NC(=O)C(C)C)C=CC=2)CC1.Cl.COC1C=CC(NN)=CC=1. No catalyst specified. The product is [CH3:44][O:43][C:12]1[CH:11]=[C:10]2[C:15](=[CH:14][CH:13]=1)[NH:7][CH:8]=[C:9]2[CH2:16][CH2:17][CH2:18][N:19]1[CH2:24][CH2:23][CH:22]([C:25]2[CH:26]=[C:27]([NH:31][C:32](=[O:36])[CH:33]([CH3:34])[CH3:35])[CH:28]=[CH:29][CH:30]=2)[CH2:21][CH2:20]1. The yield is 0.420. (5) The reactants are [NH2:1][CH2:2][CH2:3][NH:4][C:5]1[N:10]=[C:9]([CH:11]([C:14]2[S:15][C:16]3[CH:22]=[CH:21][CH:20]=[CH:19][C:17]=3[N:18]=2)[C:12]#[N:13])[CH:8]=[CH:7][N:6]=1.[Cl:23][C:24]1[CH:32]=[CH:31][C:27]([C:28](Cl)=[O:29])=[CH:26][CH:25]=1.C(N(CC)CC)C. The catalyst is C(Cl)Cl.CN(CC1C=C(CN(C)C)C(O)=C(CN(C)C)C=1)C. The product is [S:15]1[C:16]2[CH:22]=[CH:21][CH:20]=[CH:19][C:17]=2[N:18]=[C:14]1[CH:11]([C:12]#[N:13])[C:9]1[CH:8]=[CH:7][N:6]=[C:5]([NH:4][CH2:3][CH2:2][NH:1][C:28](=[O:29])[C:27]2[CH:31]=[CH:32][C:24]([Cl:23])=[CH:25][CH:26]=2)[N:10]=1. The yield is 0.680. (6) The reactants are FC(F)(F)C(O)=O.[NH2:8][C@@H:9]([CH3:44])[C:10]([NH:12][C@@H:13]([CH2:37][C:38]1[CH:43]=[CH:42][CH:41]=[CH:40][CH:39]=1)[C:14]([NH:16][C@@H:17]([CH2:30][C:31]1[CH:36]=[CH:35][CH:34]=[CH:33][CH:32]=1)[C:18](=[O:29])[C:19]([NH:21][CH2:22][C:23]1[CH:28]=[CH:27][CH:26]=[CH:25][CH:24]=1)=[O:20])=[O:15])=[O:11].[CH3:45][N:46]1[C:50]([C:51](O)=[O:52])=[CH:49][C:48]([CH3:54])=[N:47]1.CN(C(ON1N=NC2C=CC=NC1=2)=[N+](C)C)C.F[P-](F)(F)(F)(F)F.C(N(CC)C(C)C)(C)C. The catalyst is CN(C=O)C. The product is [CH2:30]([C@H:17]([NH:16][C:14]([C@@H:13]([NH:12][C:10]([C@@H:9]([NH:8][C:51]([C:50]1[N:46]([CH3:45])[N:47]=[C:48]([CH3:54])[CH:49]=1)=[O:52])[CH3:44])=[O:11])[CH2:37][C:38]1[CH:43]=[CH:42][CH:41]=[CH:40][CH:39]=1)=[O:15])[C:18]([C:19](=[O:20])[NH:21][CH2:22][C:23]1[CH:24]=[CH:25][CH:26]=[CH:27][CH:28]=1)=[O:29])[C:31]1[CH:36]=[CH:35][CH:34]=[CH:33][CH:32]=1. The yield is 0.750.